This data is from Reaction yield outcomes from USPTO patents with 853,638 reactions. The task is: Predict the reaction yield, written as a fraction of the theoretical maximum amount of product (1.0 means a 100% yield; for example, 0.34 means a 34% yield). (1) The product is [NH2:1][C@H:4]1[CH2:8][N:7]([CH2:9][C:10]2[CH:11]=[CH:12][CH:13]=[CH:14][CH:15]=2)[CH2:6][C@@H:5]1[N:16]1[CH2:21][C:20]([F:23])([F:22])[CH2:19][CH2:18][C:17]1=[O:24]. The yield is 0.990. The reactants are [N:1]([C@H:4]1[CH2:8][N:7]([CH2:9][C:10]2[CH:15]=[CH:14][CH:13]=[CH:12][CH:11]=2)[CH2:6][C@@H:5]1[N:16]1[CH2:21][C:20]([F:23])([F:22])[CH2:19][CH2:18][C:17]1=[O:24])=[N+]=[N-].C1(P(C2C=CC=CC=2)C2C=CC=CC=2)C=CC=CC=1.O. The catalyst is O1CCCC1. (2) The reactants are C(NC(C)C)(C)C.C([Li])CCC.[O:13]=[C:14]1[CH2:19][CH2:18][N:17]([C:20]([O:22][C:23]([CH3:26])([CH3:25])[CH3:24])=[O:21])[CH2:16][CH2:15]1.[F:27][C:28]([F:47])([F:46])S(N(C1C=CC=CN=1)S([C:28]([F:47])([F:46])[F:27])(=O)=O)(=O)=O.C1C[O:51][CH2:50]C1. No catalyst specified. The product is [F:27][C:28]([F:47])([F:46])[C:50]([O:13][C:14]1[CH2:19][CH2:18][N:17]([C:20]([O:22][C:23]([CH3:26])([CH3:25])[CH3:24])=[O:21])[CH2:16][CH:15]=1)=[O:51]. The yield is 0.740.